Task: Predict which catalyst facilitates the given reaction.. Dataset: Catalyst prediction with 721,799 reactions and 888 catalyst types from USPTO (1) Reactant: [F:1][C:2]1[CH:3]=[C:4]2[C:12](=[CH:13][CH:14]=1)[N:11]([CH2:15][C:16]1[CH:25]=[CH:24][C:19]([C:20]([O:22][CH3:23])=[O:21])=[CH:18][CH:17]=1)[C:10]1[CH2:9][CH2:8][C:7](=[CH2:26])[C:6](=[O:27])[C:5]2=1.[NH:28]1[CH2:33][CH2:32][O:31][CH2:30][CH2:29]1. Product: [F:1][C:2]1[CH:3]=[C:4]2[C:12](=[CH:13][CH:14]=1)[N:11]([CH2:15][C:16]1[CH:25]=[CH:24][C:19]([C:20]([O:22][CH3:23])=[O:21])=[CH:18][CH:17]=1)[C:10]1[CH2:9][CH2:8][CH:7]([CH2:26][N:28]3[CH2:33][CH2:32][O:31][CH2:30][CH2:29]3)[C:6](=[O:27])[C:5]2=1. The catalyst class is: 11. (2) Reactant: ClCCN1CCCC1.Cl.[CH3:10][C:11]1[C:19]2[C:14](=[CH:15][CH:16]=[C:17]([C:20]#[C:21][Si](C)(C)C)[CH:18]=2)[N:13]([CH2:26][CH2:27][N:28]2[CH2:32][CH2:31][CH2:30][CH2:29]2)[C:12]=1[C:33]([O:35][CH2:36][CH3:37])=[O:34].C([O-])([O-])=O.[K+].[K+]. Product: [C:20]([C:17]1[CH:18]=[C:19]2[C:14](=[CH:15][CH:16]=1)[N:13]([CH2:26][CH2:27][N:28]1[CH2:29][CH2:30][CH2:31][CH2:32]1)[C:12]([C:33]([O:35][CH2:36][CH3:37])=[O:34])=[C:11]2[CH3:10])#[CH:21]. The catalyst class is: 18. (3) Reactant: [Br:1][C:2]1[CH:11]=[CH:10][C:5]2[C:6](=[O:9])[O:7][CH2:8][C:4]=2[C:3]=1[CH:12]=[CH2:13]. Product: [Br:1][C:2]1[CH:11]=[CH:10][C:5]2[C:6](=[O:9])[O:7][CH2:8][C:4]=2[C:3]=1[CH2:12][CH3:13]. The catalyst class is: 5. (4) Reactant: [CH2:1]([C:3]1[CH:25]=[CH:24][CH:23]=[CH:22][C:4]=1[NH:5][C:6]1[C:15]2[C:10](=[CH:11][C:12]([OH:18])=[C:13]([O:16][CH3:17])[CH:14]=2)[N:9]=[CH:8][C:7]=1[C:19]([NH2:21])=[O:20])[CH3:2].C([O-])([O-])=O.[Cs+].[Cs+].Br[CH2:33][CH2:34][O:35][CH3:36]. Product: [CH2:1]([C:3]1[CH:25]=[CH:24][CH:23]=[CH:22][C:4]=1[NH:5][C:6]1[C:15]2[C:10](=[CH:11][C:12]([O:18][CH2:33][CH2:34][O:35][CH3:36])=[C:13]([O:16][CH3:17])[CH:14]=2)[N:9]=[CH:8][C:7]=1[C:19]([NH2:21])=[O:20])[CH3:2]. The catalyst class is: 3. (5) The catalyst class is: 10. Reactant: I[C:2]1[C:3]([S:11][C:12]2[NH:13][C:14]3[C:19]([N:20]=2)=[C:18]([NH2:21])[N:17]=[CH:16][N:15]=3)=[CH:4][C:5]2[O:9][CH2:8][CH2:7][C:6]=2[CH:10]=1.C(O)(C(F)(F)F)=O.C1C(=O)N(I)C(=O)C1. Product: [O:9]1[C:5]2[CH:4]=[C:3]([S:11][C:12]3[NH:13][C:14]4[C:19]([N:20]=3)=[C:18]([NH2:21])[N:17]=[CH:16][N:15]=4)[CH:2]=[CH:10][C:6]=2[CH2:7][CH2:8]1. (6) Reactant: [C:1]([CH2:4][C:5](=[O:7])[CH3:6])(=[O:3])[CH3:2].[OH-].[NH4+].[CH3:10]/[C:11](/[O-:16])=[CH:12]/[C:13]([CH3:15])=[O:14].[Cl-].[Gd+3:18].[Cl-].[Cl-]. Product: [CH3:6]/[C:5](/[O-:7])=[CH:4]/[C:1]([CH3:2])=[O:3].[CH3:10]/[C:11](/[O-:16])=[CH:12]/[C:13]([CH3:15])=[O:14].[CH3:6]/[C:5](/[O-:7])=[CH:4]/[C:1]([CH3:2])=[O:3].[Gd+3:18]. The catalyst class is: 6. (7) Reactant: O[CH:2]([C:8]1[CH:9]=[N:10][C:11]([CH3:14])=[CH:12][CH:13]=1)[C:3]([O:5][CH2:6][CH3:7])=[O:4].C(N(CC)CC)C.Cl.Cl.[CH2:24]1[NH:29][CH2:28][CH2:27][N:26]2[CH2:30][CH2:31][CH2:32][C@H:25]12.C([O-])([O-])=O.[K+].[K+]. Product: [CH2:24]1[N:29]([CH:2]([C:8]2[CH:9]=[N:10][C:11]([CH3:14])=[CH:12][CH:13]=2)[C:3]([O:5][CH2:6][CH3:7])=[O:4])[CH2:28][CH2:27][N:26]2[CH2:30][CH2:31][CH2:32][C@H:25]12. The catalyst class is: 91.